Dataset: Experimentally validated miRNA-target interactions with 360,000+ pairs, plus equal number of negative samples. Task: Binary Classification. Given a miRNA mature sequence and a target amino acid sequence, predict their likelihood of interaction. (1) The miRNA is mmu-miR-186-5p with sequence CAAAGAAUUCUCCUUUUGGGCU. The protein sequence of the target gene is MSTSSHACPVPAVRGHMTHYPAAPYPLLFPPVIRGLSLPPLHGLHGHPPPSGCSTPSPASVGQACQRTTGGSQFAASTKWTPSLNAAIETQSTSSEELVPSPPSPLPPPRVYKPCFVCQDKSSGYHYGVSACEGCKGFFRRSIQKNMIYTCHRDKNCVINKVTRNRCQYCRLQKCFEVGMSKESVRNDRNKKKKEPSKQECTESYEMTAELDDLTEKIRKAHQETFPSLCQLGKYTTNSSADHRVRLDLGLWDKFSELATKCIIKIVEFAKRLPGFTGLTIADQITLLKAACLDILILRI.... Result: 0 (no interaction). (2) The miRNA is dme-miR-308-3p with sequence AAUCACAGGAUUAUACUGUGAG. The protein sequence of the target gene is MPQSKSRKIAILGYRSVGKSSLTIQFVEGQFVDSYDPTIENTFTKLITVNGQEYHLQLVDTAGQDEYSIFPQTYSIDINGYILVYSVTSIKSFEVIKVIHGKLLDMVGKVQIPIMLVGNKKDLHMERVISYEEGKALAESWNAAFLESSAKENQTAVDVFRRIILEAEKMDGAASQGKSSCSVM. Result: 0 (no interaction). (3) The miRNA is rno-miR-335 with sequence UCAAGAGCAAUAACGAAAAAUGU. The protein sequence of the target gene is MADHMMAMNHGRFPDGTNGLHHHPAHRMGMGQFPSPHHHQQQQPQHAFNALMGEHIHYGAGNMNATSGIRHAMGPGTVNGGHPPSALAPAARFNNSQFMGPPVASQGGSLPASMQLQKLNNQYFNHHPYPHNHYMPDLHPTAGHQMNGTNQHFRDCNPKHSGGSSTPGGAGGSGTPGGSGGTSGGAGGSSAGGSGGGSTMPASVAHVPAAMLPPNVIDTDFIDEEVLMSLVIEMGLDRIKELPELWLGQNEFDFMTDFVCKQQPSRVSC. Result: 0 (no interaction). (4) Result: 1 (interaction). The protein sequence of the target gene is MATSNNPRKFSEKIALHNQKQAEETAAFEEVMKDLSLTRAARLQLQKSQYLQLGPSRGQYYGGSLPNVNQIGSGTMDLPFQTPFQSSGLDTSRTTRHHGLVDRVYRERGRLGSPHRRPLSVDKHGRQADSCPYGTMYLSPPADTSWRRTNSDSALHQSTMTPTQPESFSSGSQDVHQKRVLLLTVPGMEETTSEADKNLSKQAWDTKKTGSRPKSCEVPGINIFPSADQENTTALIPATHNTGGSLPDLTNIHFPSPLPTPLDPEEPTFPALSSSSSTGNLAANLTHLGIGGAGQGMSTP.... The miRNA is hsa-miR-4696 with sequence UGCAAGACGGAUACUGUCAUCU. (5) The miRNA is rno-miR-25-3p with sequence CAUUGCACUUGUCUCGGUCUGA. The protein sequence of the target gene is MSQWTPEFNELYTLKVAMKSGTPDAPTTQESLKAVLLHPQPLGATKSFPAEVEMINSKVGNEFSHLCDDSQKQEKDMTGNQQEQEKSGVVRKKRKSQQAGPSYVQNCVKENQEILGRRQQLETPSDEDNDSSLSECLSSPSSSLHFGGSDTVTSDEDKEVSVRHTQPVLSAKSRSHSARSHKWPRTEADPVPSLLMKRPCFHGSALRRVTCRKRLVKSSSSQRTQKQKERMLVQRKKREALAQRKYALLSSSSSSSENDLSSDSSSSSSTDGEEDLCASASENPSNPAAPSGSIDEDVVV.... Result: 0 (no interaction). (6) The miRNA is hsa-miR-6736-3p with sequence UCAGCUCCUCUCUACCCACAG. The protein sequence of the target gene is MASPGIEVELLGKGHSDLGEVAPEIKASERRTAVAIADLEWREMEGDDCEFRYGDGTNEAQDNDFPTVERSRLQEMLSLLGLETYQVQKLSLQDSLQISFDSMKNWAPQVPKDLPWNFLRKLQALNADARNTTMVLDVLPDARPVEKESQMEEEIIYWDPADDLAADIYSFSELPTPDTPVNPLDLLCALLLSSDSFLQQEIALKMALCQFALPLVLPDSENHYHTFLLWAMRGIVRTWWSQPPRGMGSFREDSVVLSRAPAFAFVRMDVSSNSKSQLLNAVLSPGHRQWDCFWHRDLNL.... Result: 0 (no interaction). (7) The miRNA is hsa-miR-3613-3p with sequence ACAAAAAAAAAAGCCCAACCCUUC. The protein sequence of the target gene is MEAAATPAAAGAARREELDMDVMRPLINEQNFDGTSDEEHEQELLPVQKHYQLDDQEGISFVQTLMHLLKGNIGTGLLGLPLAIKNAGIVLGPISLVFIGIISVHCMHILVRCSHFLCLRFKKSTLGYSDTVSFAMEVSPWSCLQKQAAWGRSVVDFFLVITQLGFCSVYIVFLAENVKQVHEGFLESKVFISNSTNSSNPCERRSVDLRIYMLCFLPFIILLVFIRELKNLFVLSFLANVSMAVSLVIIYQYVVRNMPDPHNLPIVAGWKKYPLFFGTAVFAFEGIGVVLPLENQMKES.... Result: 1 (interaction).